Dataset: Full USPTO retrosynthesis dataset with 1.9M reactions from patents (1976-2016). Task: Predict the reactants needed to synthesize the given product. (1) Given the product [F:69][C:70]1[CH:75]=[CH:74][CH:73]=[CH:72][C:71]=1[CH:76]1[C:80]([CH3:81])([CH3:82])[O:79][C:78](=[O:83])[N:77]1[C:2]1[CH:20]=[CH:19][C:5]([C:6]([NH:8][C:9]2[CH:10]=[CH:11][CH:12]=[C:13]3[C:18]=2[N:17]=[CH:16][CH:15]=[CH:14]3)=[O:7])=[CH:4][CH:3]=1, predict the reactants needed to synthesize it. The reactants are: I[C:2]1[CH:20]=[CH:19][C:5]([C:6]([NH:8][C:9]2[CH:10]=[CH:11][CH:12]=[C:13]3[C:18]=2[N:17]=[CH:16][CH:15]=[CH:14]3)=[O:7])=[CH:4][CH:3]=1.C(=O)([O-])[O-].[Cs+].[Cs+].CC1(C)C2C(=C(P(C3C=CC=CC=3)C3C=CC=CC=3)C=CC=2)OC2C(P(C3C=CC=CC=3)C3C=CC=CC=3)=CC=CC1=2.[F:69][C:70]1[CH:75]=[CH:74][CH:73]=[CH:72][C:71]=1[CH:76]1[C:80]([CH3:82])([CH3:81])[O:79][C:78](=[O:83])[NH:77]1. (2) Given the product [CH2:1]([O:4][C:5]1[CH:16]=[CH:15][C:8]([C:9]([OH:11])=[O:10])=[CH:7][C:6]=1[O:17][CH3:18])[C:2]#[CH:3], predict the reactants needed to synthesize it. The reactants are: [CH2:1]([O:4][C:5]1[CH:16]=[CH:15][C:8]([C:9]([O:11]CC#C)=[O:10])=[CH:7][C:6]=1[O:17][CH3:18])[C:2]#[CH:3].[OH-].[Na+].Cl. (3) Given the product [CH:1]12[CH2:10][CH:5]3[CH2:6][CH:7]([CH2:9][CH:3]([CH2:4]3)[CH:2]1[NH:11][CH:17]1[CH2:16][CH2:15][C:14]([C:21]3[CH:22]=[CH:23][CH:24]=[CH:25][CH:26]=3)([N:13]([CH3:27])[CH3:12])[CH2:19][CH2:18]1)[CH2:8]2, predict the reactants needed to synthesize it. The reactants are: [CH:1]12[CH2:10][CH:5]3[CH2:6][CH:7]([CH2:9][CH:3]([CH2:4]3)[CH:2]1[NH2:11])[CH2:8]2.[CH3:12][N:13]([CH3:27])[C:14]1([C:21]2[CH:26]=[CH:25][CH:24]=[CH:23][CH:22]=2)[CH2:19][CH2:18][C:17](=O)[CH2:16][CH2:15]1.ClCCCl. (4) Given the product [CH3:1][O:2][C:3]1[CH:8]=[CH:7][C:6]([C:9]2[CH:18]=[C:17]([C:19]([O:21][CH3:27])=[O:20])[C:16]3[C:11](=[CH:12][CH:13]=[CH:14][CH:15]=3)[N:10]=2)=[CH:5][CH:4]=1, predict the reactants needed to synthesize it. The reactants are: [CH3:1][O:2][C:3]1[CH:8]=[CH:7][C:6]([C:9]2[CH:18]=[C:17]([C:19]([OH:21])=[O:20])[C:16]3[C:11](=[CH:12][CH:13]=[CH:14][CH:15]=3)[N:10]=2)=[CH:5][CH:4]=1.S(=O)(=O)(O)O.[CH3:27]O. (5) Given the product [CH2:1]([O:8][C:12]1[N:17]=[CH:16][C:15]([C:18]2[N:23]3[N:24]=[C:25]([NH:27][C:28]([CH:30]4[CH2:31][CH2:32]4)=[O:29])[N:26]=[C:22]3[CH:21]=[CH:20][CH:19]=2)=[CH:14][CH:13]=1)[C:2]1[CH:7]=[CH:6][CH:5]=[CH:4][CH:3]=1, predict the reactants needed to synthesize it. The reactants are: [CH2:1]([OH:8])[C:2]1[CH:7]=[CH:6][CH:5]=[CH:4][CH:3]=1.[H-].[Na+].Cl[C:12]1[N:17]=[CH:16][C:15]([C:18]2[N:23]3[N:24]=[C:25]([NH:27][C:28]([CH:30]4[CH2:32][CH2:31]4)=[O:29])[N:26]=[C:22]3[CH:21]=[CH:20][CH:19]=2)=[CH:14][CH:13]=1. (6) Given the product [Cl:8][C:9]1[CH:10]=[C:11]([C:16]2[N:2]([CH3:1])[N:3]=[C:4]([C:5](=[O:7])[CH3:6])[C:17]=2[OH:18])[CH:12]=[CH:13][C:14]=1[Cl:15], predict the reactants needed to synthesize it. The reactants are: [CH3:1][NH:2][N:3]=[CH:4][C:5](=[O:7])[CH3:6].[Cl:8][C:9]1[CH:10]=[C:11]([C:16](=O)[CH:17]=[O:18])[CH:12]=[CH:13][C:14]=1[Cl:15]. (7) Given the product [C:29]([N:26]1[CH2:27][CH2:28][N:23]([C:20]2[N:19]=[CH:18][C:17]([NH:16][C:14]([C:12]3[O:13][C:9]([NH:8][C:3]4[CH:4]=[CH:5][CH:6]=[CH:7][C:2]=4[F:1])=[N:10][N:11]=3)=[O:15])=[CH:22][CH:21]=2)[CH2:24][CH2:25]1)(=[O:36])[C:30]1[CH:35]=[CH:34][CH:33]=[CH:32][CH:31]=1, predict the reactants needed to synthesize it. The reactants are: [F:1][C:2]1[CH:7]=[CH:6][CH:5]=[CH:4][C:3]=1[NH:8][C:9]1[O:13][C:12]([C:14]([NH:16][C:17]2[CH:18]=[N:19][C:20]([N:23]3[CH2:28][CH2:27][NH:26][CH2:25][CH2:24]3)=[CH:21][CH:22]=2)=[O:15])=[N:11][N:10]=1.[C:29](Cl)(=[O:36])[C:30]1[CH:35]=[CH:34][CH:33]=[CH:32][CH:31]=1.O. (8) Given the product [C:1]([C:3]1[CH:11]=[CH:10][CH:9]=[C:8]2[C:4]=1[CH:5]=[C:6]([C:12]([OH:14])=[O:13])[NH:7]2)#[N:2], predict the reactants needed to synthesize it. The reactants are: [C:1]([C:3]1[CH:11]=[CH:10][CH:9]=[C:8]2[C:4]=1[CH:5]=[C:6]([C:12]([O:14]CC)=[O:13])[NH:7]2)#[N:2].O[Li].O. (9) Given the product [CH3:15][O:16][C:17]1[CH:22]=[C:21]([O:23][CH3:24])[CH:20]=[CH:19][C:18]=1[C:4]([C:3]1[CH:10]=[CH:11][CH:12]=[C:13]([CH3:14])[C:2]=1[F:1])=[O:5], predict the reactants needed to synthesize it. The reactants are: [F:1][C:2]1[C:13]([CH3:14])=[CH:12][CH:11]=[CH:10][C:3]=1[C:4](N(OC)C)=[O:5].[CH3:15][O:16][C:17]1[CH:22]=[C:21]([O:23][CH3:24])[CH:20]=[CH:19][C:18]=1[Mg]Br.